The task is: Predict the product of the given reaction.. This data is from Forward reaction prediction with 1.9M reactions from USPTO patents (1976-2016). (1) Given the reactants [CH3:1][O:2][C:3]([NH:5][C@H:6]([C:10]([N:12]1[CH2:16][C@@H:15](C)[CH2:14][C@H:13]1[C:18]1[NH:22][C:21]2[C:23]3[C:28]([CH:29]=[CH:30][C:20]=2[N:19]=1)=[CH:27][C:26]1[C:31]2[C:36]([CH2:37][O:38][C:25]=1[CH:24]=3)=[CH:35][C:34]([C:39]1[NH:43][C:42]([C@@H:44]3[CH2:48][CH2:47][CH2:46][N:45]3C(OC(C)(C)C)=O)=[N:41][CH:40]=1)=[CH:33][CH:32]=2)=[O:11])[CH:7]([CH3:9])[CH3:8])=[O:4].Cl.[CH3:57][O:58][C:59]([NH:61][C@H:62]([C:66]1[CH:71]=[CH:70][CH:69]=[CH:68][CH:67]=1)[C:63]([OH:65])=O)=[O:60].C[CH2:73][O:74][C:75](C(C#N)=NOC(N1CCOCC1)=[N+](C)C)=O.F[P-](F)(F)(F)(F)F.C(N(C(C)C)CC)(C)C, predict the reaction product. The product is: [CH3:57][O:58][C:59](=[O:60])[NH:61][C@H:62]([C:66]1[CH:71]=[CH:70][CH:69]=[CH:68][CH:67]=1)[C:63]([N:45]1[CH2:46][CH2:47][CH2:48][C@H:44]1[C:42]1[NH:43][C:39]([C:34]2[CH:35]=[C:36]3[CH2:37][O:38][C:25]4[CH:24]=[C:23]5[C:28]([CH:29]=[CH:30][C:20]6[N:19]=[C:18]([C@@H:13]7[CH2:14][C@H:15]([CH2:73][O:74][CH3:75])[CH2:16][N:12]7[C:10](=[O:11])[C@@H:6]([NH:5][C:3]([O:2][CH3:1])=[O:4])[CH:7]([CH3:8])[CH3:9])[NH:22][C:21]=65)=[CH:27][C:26]=4[C:31]3=[CH:32][CH:33]=2)=[CH:40][N:41]=1)=[O:65]. (2) Given the reactants [CH2:1]([O:8][C:9]1[CH:14]=[CH:13][C:12]([OH:15])=[CH:11][CH:10]=1)[C:2]1[CH:7]=[CH:6][CH:5]=[CH:4][CH:3]=1.BrC1C=C(O)C=CC=1.[C:24]1([CH:30]([C:42]2[CH:47]=[CH:46][CH:45]=[CH:44][CH:43]=2)[N:31]2[C:39]3[C:34](=[CH:35][CH:36]=[CH:37][CH:38]=3)[C:33](=[O:40])[C:32]2=[O:41])[CH:29]=[CH:28][CH:27]=[CH:26][CH:25]=1.FC(F)(F)C1OC(CN2C3C(=CC=CC=3)C(=O)C2=O)=CC=1, predict the reaction product. The product is: [CH2:1]([O:8][C:9]1[CH:10]=[CH:11][C:12]([OH:15])=[C:13]([C:33]2([OH:40])[C:34]3[C:39](=[CH:38][CH:37]=[CH:36][CH:35]=3)[N:31]([CH:30]([C:24]3[CH:25]=[CH:26][CH:27]=[CH:28][CH:29]=3)[C:42]3[CH:47]=[CH:46][CH:45]=[CH:44][CH:43]=3)[C:32]2=[O:41])[CH:14]=1)[C:2]1[CH:3]=[CH:4][CH:5]=[CH:6][CH:7]=1. (3) Given the reactants [Br:1][C:2]1[N:6]2[N:7]=[C:8](Cl)[CH:9]=[CH:10][C:5]2=[N:4][CH:3]=1.[NH2:12][CH2:13][CH2:14][CH2:15][N:16]1[CH2:20][CH2:19][CH2:18][C:17]1=[O:21].C(Cl)Cl.CO.[NH4+].[OH-], predict the reaction product. The product is: [Br:1][C:2]1[N:6]2[N:7]=[C:8]([NH:12][CH2:13][CH2:14][CH2:15][N:16]3[CH2:20][CH2:19][CH2:18][C:17]3=[O:21])[CH:9]=[CH:10][C:5]2=[N:4][CH:3]=1. (4) The product is: [N:1]([CH2:4][CH2:5][CH2:6][N:7]([CH2:18][C:19]1[N:20]=[N:21][N:22]([CH2:24][CH2:25][CH2:26][CH2:27][C:28]([OH:30])=[O:29])[CH:23]=1)[CH2:8][C:9]1[N:10]=[N:11][N:12]([C:14]([CH3:15])([CH3:17])[CH3:16])[CH:13]=1)=[N+:2]=[N-:3]. Given the reactants [N:1]([CH2:4][CH2:5][CH2:6][N:7]([CH2:18][C:19]1[N:20]=[N:21][N:22]([CH2:24][CH2:25][CH2:26][CH2:27][C:28]([O:30]CC)=[O:29])[CH:23]=1)[CH2:8][C:9]1[N:10]=[N:11][N:12]([C:14]([CH3:17])([CH3:16])[CH3:15])[CH:13]=1)=[N+:2]=[N-:3].[OH-].[Na+], predict the reaction product. (5) Given the reactants [Li][CH:2](CC)C.C1CCCCC1.C[N:13]([CH2:15][CH2:16]N(C)C)C.Br[C:21]1[CH:29]=[CH:28][CH:27]=[C:26]([Si:30]([CH3:33])([CH3:32])[CH3:31])[C:22]=1[C:23]([OH:25])=O.CI.C(O)(=O)CC(CC(O)=O)(C(O)=O)O, predict the reaction product. The product is: [CH2:15]([NH:13][C:23](=[O:25])[C:22]1[C:26]([Si:30]([CH3:33])([CH3:32])[CH3:31])=[CH:27][CH:28]=[CH:29][C:21]=1[CH3:2])[CH3:16].